Dataset: Catalyst prediction with 721,799 reactions and 888 catalyst types from USPTO. Task: Predict which catalyst facilitates the given reaction. (1) Product: [CH3:3][C:4]1[CH:5]=[C:6]([S:9]([F:14])([F:13])([F:12])([F:11])[F:10])[CH:7]=[CH:8][C:19]=1[C:18]([OH:21])=[O:16]. The catalyst class is: 6. Reactant: C([C:3]1[CH:8]=[CH:7][C:6]([S:9]([F:14])([F:13])([F:12])([F:11])[F:10])=[CH:5][C:4]=1C)#N.[OH-:16].[Na+].[CH2:18]([OH:21])[CH2:19]O. (2) Reactant: [CH3:1][O:2][C:3]1[CH:4]=[CH:5][C:6]2[NH:12][C:11](=[O:13])[N:10]([CH:14]3[CH2:19][CH2:18][NH:17][CH2:16][CH2:15]3)[CH2:9][CH2:8][C:7]=2[CH:20]=1.CCN(C(C)C)C(C)C.[Cl:30][C:31]1[N:36]=[C:35](Cl)[N:34]=[CH:33][N:32]=1. Product: [Cl:30][C:31]1[N:36]=[CH:35][N:34]=[C:33]([N:17]2[CH2:18][CH2:19][CH:14]([N:10]3[CH2:9][CH2:8][C:7]4[CH:20]=[C:3]([O:2][CH3:1])[CH:4]=[CH:5][C:6]=4[NH:12][C:11]3=[O:13])[CH2:15][CH2:16]2)[N:32]=1. The catalyst class is: 8.